Dataset: Full USPTO retrosynthesis dataset with 1.9M reactions from patents (1976-2016). Task: Predict the reactants needed to synthesize the given product. (1) Given the product [Si:1]([O:8][CH2:9][CH2:10][O:11][C:12]1[CH:13]=[CH:14][C:15]([C:28]2[NH:35][C:33](=[O:34])[C:32]3[C:31](=[CH:39][C:38]([O:40][CH3:41])=[CH:37][C:36]=3[O:42][CH3:43])[N:30]=2)=[N:16][C:17]=1[C:18]1[CH:19]=[CH:20][C:21]([S:24]([CH3:27])(=[O:25])=[O:26])=[CH:22][CH:23]=1)([C:4]([CH3:7])([CH3:6])[CH3:5])([CH3:3])[CH3:2], predict the reactants needed to synthesize it. The reactants are: [Si:1]([O:8][CH2:9][CH2:10][O:11][C:12]1[CH:13]=[CH:14][C:15]([CH:28]=O)=[N:16][C:17]=1[C:18]1[CH:23]=[CH:22][C:21]([S:24]([CH3:27])(=[O:26])=[O:25])=[CH:20][CH:19]=1)([C:4]([CH3:7])([CH3:6])[CH3:5])([CH3:3])[CH3:2].[NH2:30][C:31]1[CH:39]=[C:38]([O:40][CH3:41])[CH:37]=[C:36]([O:42][CH3:43])[C:32]=1[C:33]([NH2:35])=[O:34].OS([O-])=O.[Na+].O.C1(C)C=CC(S(O)(=O)=O)=CC=1. (2) Given the product [Si:1]([O:8][CH2:9][CH2:10][C:11]1[NH:19][C:14]2[C:13]([CH:12]=1)=[CH:18][CH:17]=[CH:16][CH:15]=2)([C:4]([CH3:6])([CH3:7])[CH3:5])([CH3:3])[CH3:2], predict the reactants needed to synthesize it. The reactants are: [Si:1]([O:8][CH2:9][CH2:10][C:11]#[C:12][C:13]1[CH:18]=[CH:17][CH:16]=[CH:15][C:14]=1[NH2:19])([C:4]([CH3:7])([CH3:6])[CH3:5])([CH3:3])[CH3:2]. (3) Given the product [CH3:1][O:2][CH:3]([O:19][CH3:20])[CH:4]1[CH2:8][CH2:7][CH2:6][NH:5]1, predict the reactants needed to synthesize it. The reactants are: [CH3:1][O:2][CH:3]([O:19][CH3:20])[C@@H:4]1[CH2:8][CH2:7][CH2:6][N:5]1C(OCC1C=CC=CC=1)=O. (4) Given the product [CH3:12][O:13][C:14]([C:16]1[C:21]([NH:22][C:23]2[CH:28]=[CH:27][CH:26]=[CH:25][C:24]=2[F:29])=[C:20]([F:30])[C:19]([O:5][N:4]=[C:2]([CH3:3])[CH3:1])=[C:18]([C:32](=[O:34])[CH3:33])[N:17]=1)=[O:15], predict the reactants needed to synthesize it. The reactants are: [CH3:1][C:2](=[N:4][OH:5])[CH3:3].CC([O-])(C)C.[K+].[CH3:12][O:13][C:14]([C:16]1[C:21]([NH:22][C:23]2[CH:28]=[CH:27][CH:26]=[CH:25][C:24]=2[F:29])=[C:20]([F:30])[C:19](Cl)=[C:18]([C:32](=[O:34])[CH3:33])[N:17]=1)=[O:15].